From a dataset of Full USPTO retrosynthesis dataset with 1.9M reactions from patents (1976-2016). Predict the reactants needed to synthesize the given product. (1) Given the product [C:23]([C:22]1[CH:25]=[CH:26][C:27]([O:28][CH3:29])=[C:20]([NH:19][C:2]2[CH:3]=[C:4]([NH:13][CH2:14][C:15]([F:18])([F:17])[F:16])[C:5]3[N:6]([C:8]([C:11]#[N:12])=[CH:9][N:10]=3)[N:7]=2)[CH:21]=1)#[N:24], predict the reactants needed to synthesize it. The reactants are: Cl[C:2]1[CH:3]=[C:4]([NH:13][CH2:14][C:15]([F:18])([F:17])[F:16])[C:5]2[N:6]([C:8]([C:11]#[N:12])=[CH:9][N:10]=2)[N:7]=1.[NH2:19][C:20]1[CH:21]=[C:22]([CH:25]=[CH:26][C:27]=1[O:28][CH3:29])[C:23]#[N:24].C(P(C(C)(C)C)C1(C)CC1(C1C=CC=CC=1)C1C=CC=CC=1)(C)(C)C.CC(C)([O-])C.[Na+].C(O)(C(F)(F)F)=O. (2) Given the product [F:1][C:2]1[CH:9]=[CH:8][C:5]([CH:6]=[CH:15][C:16]([OH:18])=[O:17])=[C:4]([C:10]([F:13])([F:12])[F:11])[CH:3]=1, predict the reactants needed to synthesize it. The reactants are: [F:1][C:2]1[CH:9]=[CH:8][C:5]([CH:6]=O)=[C:4]([C:10]([F:13])([F:12])[F:11])[CH:3]=1.C(O)(=O)[CH2:15][C:16]([OH:18])=[O:17].N1CCCCC1.C(=O)=O.Cl. (3) Given the product [CH3:1][C:2]1[S:6][C:5]([C:7]2[CH:12]=[CH:11][C:10]([C:13]([F:14])([F:15])[F:16])=[CH:9][N:8]=2)=[N:4][C:3]=1[CH2:17][CH2:18][NH:50][CH2:48][C:27]([N:26]1[CH2:22][CH2:23][CH2:24][C@H:25]1[C:28]#[N:29])=[O:34], predict the reactants needed to synthesize it. The reactants are: [CH3:1][C:2]1[S:6][C:5]([C:7]2[CH:12]=[CH:11][C:10]([C:13]([F:16])([F:15])[F:14])=[CH:9][N:8]=2)=[N:4][C:3]=1[CH2:17][CH2:18]O.FC(F)(F)[C:22]1[CH:23]=[CH:24][C:25]([C:28](=S)[NH2:29])=[N:26][CH:27]=1.C[O:34]C(=O)CC(=O)C(Br)C.FC1C=CC([C:48]([NH2:50])=O)=CC=1. (4) Given the product [CH:7]1([CH2:16][N:18]2[CH2:19][CH:20]=[C:21]([C:24]3[C:32]4[C:27](=[CH:28][CH:29]=[CH:30][CH:31]=4)[NH:26][CH:25]=3)[CH2:22][CH2:23]2)[C:15]2[C:10](=[CH:11][CH:12]=[CH:13][CH:14]=2)[CH2:9][CH2:8]1, predict the reactants needed to synthesize it. The reactants are: [H-].[H-].[H-].[H-].[Li+].[Al+3].[CH:7]1([C:16]([N:18]2[CH2:23][CH:22]=[C:21]([C:24]3[C:32]4[C:27](=[CH:28][CH:29]=[CH:30][CH:31]=4)[NH:26][CH:25]=3)[CH2:20][CH2:19]2)=O)[C:15]2[C:10](=[CH:11][CH:12]=[CH:13][CH:14]=2)[CH2:9][CH2:8]1. (5) Given the product [CH3:12][O:11][C:8]1[CH:7]=[CH:6][C:3]([C:4]([OH:14])=[O:5])=[C:2]([CH3:1])[C:9]=1[CH3:10], predict the reactants needed to synthesize it. The reactants are: [CH3:1][C:2]1[C:9]([CH3:10])=[C:8]([O:11][CH3:12])[CH:7]=[CH:6][C:3]=1[CH:4]=[O:5].P([O-])(O)(O)=[O:14].[Na+].Cl([O-])=O.[Na+]. (6) Given the product [CH:2]1([C:5]2[N:6]=[CH:7][C:8]([O:11][C@H:12]3[CH2:22][N:15]4[C:16](=[O:21])[CH2:17][CH2:18][N:19]([S:38]([C:35]5[CH:34]=[CH:33][C:32]([C:31]([F:30])([F:42])[F:43])=[CH:37][CH:36]=5)(=[O:40])=[O:39])[CH2:20][C@H:14]4[CH2:13]3)=[N:9][CH:10]=2)[CH2:4][CH2:3]1, predict the reactants needed to synthesize it. The reactants are: Cl.[CH:2]1([C:5]2[N:6]=[CH:7][C:8]([O:11][C@H:12]3[CH2:22][N:15]4[C:16](=[O:21])[CH2:17][CH2:18][NH:19][CH2:20][C@H:14]4[CH2:13]3)=[N:9][CH:10]=2)[CH2:4][CH2:3]1.C(N(CC)CC)C.[F:30][C:31]([F:43])([F:42])[C:32]1[CH:37]=[CH:36][C:35]([S:38](Cl)(=[O:40])=[O:39])=[CH:34][CH:33]=1.C(OCC)(=O)C. (7) Given the product [C:6]([C:7]1[CH:8]=[CH:9][C:10]2[N:14]=[C:13]([C@@H:15]3[CH2:21][C:18]4([CH2:19][CH2:20]4)[CH2:17][N:16]3[C:22]([O:24][C:25]([CH3:27])([CH3:26])[CH3:28])=[O:23])[NH:12][C:11]=2[CH:29]=1)#[CH:5], predict the reactants needed to synthesize it. The reactants are: C[Si]([C:5]#[C:6][C:7]1[CH:8]=[CH:9][C:10]2[N:14]=[C:13]([C@@H:15]3[CH2:21][C:18]4([CH2:20][CH2:19]4)[CH2:17][N:16]3[C:22]([O:24][C:25]([CH3:28])([CH3:27])[CH3:26])=[O:23])[NH:12][C:11]=2[CH:29]=1)(C)C.C(=O)([O-])[O-].[K+].[K+].CCOC(C)=O. (8) The reactants are: [C:1]([C:3]1[C:4]([C:21]2[CH:26]=[CH:25][C:24]([N+:27]([O-:29])=[O:28])=[CH:23][CH:22]=2)=[N:5][S:6][C:7]=1[NH:8][C:9]([NH:11][CH2:12][CH2:13][CH2:14][N:15]1[CH2:20][CH2:19][O:18][CH2:17][CH2:16]1)=[O:10])#[N:2].[OH:30]S(O)(=O)=O. Given the product [N:15]1([CH2:14][CH2:13][CH2:12][NH:11][C:9]([NH:8][C:7]2[S:6][N:5]=[C:4]([C:21]3[CH:22]=[CH:23][C:24]([N+:27]([O-:29])=[O:28])=[CH:25][CH:26]=3)[C:3]=2[C:1]([NH2:2])=[O:30])=[O:10])[CH2:16][CH2:17][O:18][CH2:19][CH2:20]1, predict the reactants needed to synthesize it. (9) Given the product [C:1]([O:4][C:5]1[CH:13]=[CH:12][C:11]([Cl:14])=[CH:10][C:6]=1[C:7]([NH:15][C:16]1[CH:17]=[CH:18][C:19]([N:22]2[C:26]([C:27]([F:28])([F:29])[F:30])=[CH:25][C:24]([C:31]([F:34])([F:33])[F:32])=[N:23]2)=[CH:20][CH:21]=1)=[O:9])(=[O:3])[CH3:2], predict the reactants needed to synthesize it. The reactants are: [C:1]([O:4][C:5]1[CH:13]=[CH:12][C:11]([Cl:14])=[CH:10][C:6]=1[C:7]([OH:9])=O)(=[O:3])[CH3:2].[NH2:15][C:16]1[CH:21]=[CH:20][C:19]([N:22]2[C:26]([C:27]([F:30])([F:29])[F:28])=[CH:25][C:24]([C:31]([F:34])([F:33])[F:32])=[N:23]2)=[CH:18][CH:17]=1. (10) Given the product [CH2:28]([O:27][C:25](=[O:26])[C:24]([O:15][C:12]1[CH:13]=[CH:14][C:9]([O:8][CH2:1][C:2]2[CH:3]=[CH:4][CH:5]=[CH:6][CH:7]=2)=[CH:10][C:11]=1[Br:16])([CH3:31])[CH3:30])[CH3:29], predict the reactants needed to synthesize it. The reactants are: [CH2:1]([O:8][C:9]1[CH:14]=[CH:13][C:12]([OH:15])=[C:11]([Br:16])[CH:10]=1)[C:2]1[CH:7]=[CH:6][CH:5]=[CH:4][CH:3]=1.C([O-])([O-])=O.[Cs+].[Cs+].Br[C:24]([CH3:31])([CH3:30])[C:25]([O:27][CH2:28][CH3:29])=[O:26].